This data is from Retrosynthesis with 50K atom-mapped reactions and 10 reaction types from USPTO. The task is: Predict the reactants needed to synthesize the given product. Given the product CC(=O)C=C1CCN(C(=O)OC(C)(C)C)CC1, predict the reactants needed to synthesize it. The reactants are: CC(C)(C)OC(=O)N1CCC(=O)CC1.CCOP(=O)(CC(C)=O)OCC.